This data is from NCI-60 drug combinations with 297,098 pairs across 59 cell lines. The task is: Regression. Given two drug SMILES strings and cell line genomic features, predict the synergy score measuring deviation from expected non-interaction effect. (1) Drug 2: C1=CC(=CC=C1CC(C(=O)O)N)N(CCCl)CCCl.Cl. Synergy scores: CSS=31.1, Synergy_ZIP=0.0497, Synergy_Bliss=4.56, Synergy_Loewe=1.22, Synergy_HSA=4.97. Cell line: OVCAR-8. Drug 1: COC1=CC(=CC(=C1O)OC)C2C3C(COC3=O)C(C4=CC5=C(C=C24)OCO5)OC6C(C(C7C(O6)COC(O7)C8=CC=CS8)O)O. (2) Drug 1: C1=CC(=CC=C1C#N)C(C2=CC=C(C=C2)C#N)N3C=NC=N3. Drug 2: C1=NNC2=C1C(=O)NC=N2. Cell line: HCT116. Synergy scores: CSS=9.14, Synergy_ZIP=2.37, Synergy_Bliss=5.07, Synergy_Loewe=7.57, Synergy_HSA=4.41. (3) Synergy scores: CSS=9.24, Synergy_ZIP=-2.85, Synergy_Bliss=-1.81, Synergy_Loewe=-1.12, Synergy_HSA=0.310. Cell line: SNB-75. Drug 2: C1CN1P(=S)(N2CC2)N3CC3. Drug 1: CC1=CC=C(C=C1)C2=CC(=NN2C3=CC=C(C=C3)S(=O)(=O)N)C(F)(F)F. (4) Drug 1: CCC1=C2CN3C(=CC4=C(C3=O)COC(=O)C4(CC)O)C2=NC5=C1C=C(C=C5)O. Drug 2: CN1C2=C(C=C(C=C2)N(CCCl)CCCl)N=C1CCCC(=O)O.Cl. Cell line: T-47D. Synergy scores: CSS=20.5, Synergy_ZIP=-3.76, Synergy_Bliss=-1.74, Synergy_Loewe=-83.6, Synergy_HSA=-4.47. (5) Drug 1: C1CN1P(=S)(N2CC2)N3CC3. Drug 2: C(=O)(N)NO. Cell line: RPMI-8226. Synergy scores: CSS=17.9, Synergy_ZIP=-4.76, Synergy_Bliss=-2.97, Synergy_Loewe=-24.4, Synergy_HSA=-7.39. (6) Drug 1: COC1=CC(=CC(=C1O)OC)C2C3C(COC3=O)C(C4=CC5=C(C=C24)OCO5)OC6C(C(C7C(O6)COC(O7)C8=CC=CS8)O)O. Drug 2: C(CN)CNCCSP(=O)(O)O. Cell line: HT29. Synergy scores: CSS=41.8, Synergy_ZIP=1.14, Synergy_Bliss=3.04, Synergy_Loewe=-45.9, Synergy_HSA=4.39.